This data is from Full USPTO retrosynthesis dataset with 1.9M reactions from patents (1976-2016). The task is: Predict the reactants needed to synthesize the given product. (1) Given the product [Cl:3][C:16]1[N:15]([CH3:21])[C:13](=[O:14])[N:12]([CH3:11])[C:19](=[O:20])[C:18]=1[CH:8]=[O:9], predict the reactants needed to synthesize it. The reactants are: P(Cl)(Cl)([Cl:3])=O.CN(C)[CH:8]=[O:9].[CH3:11][N:12]1[C:19](=[O:20])[CH2:18][C:16](=O)[N:15]([CH3:21])[C:13]1=[O:14]. (2) Given the product [CH2:1]([O:3][C:4]([C@H:5]1[C@H:6]([C:7]([O:9][CH2:10][CH3:11])=[O:8])[CH2:21][N:20]([CH2:13][C:14]2[CH:15]=[CH:16][CH:17]=[CH:18][CH:19]=2)[CH2:25]1)=[O:12])[CH3:2], predict the reactants needed to synthesize it. The reactants are: [CH2:1]([O:3][C:4](=[O:12])/[CH:5]=[CH:6]/[C:7]([O:9][CH2:10][CH3:11])=[O:8])[CH3:2].[CH2:13]([NH:20][CH2:21]C(O)=O)[C:14]1[CH:19]=[CH:18][CH:17]=[CH:16][CH:15]=1.[CH2:25]=O. (3) The reactants are: Br[C:2]1[CH:7]=[CH:6][CH:5]=[CH:4][N:3]=1.CON(C)[C:11]([C@H:13]1[CH2:17][CH2:16][CH2:15][O:14]1)=[O:12].C(OCC)C.[NH4+].[Cl-]. Given the product [N:3]1[CH:4]=[CH:5][CH:6]=[CH:7][C:2]=1[C:11]([C@H:13]1[CH2:17][CH2:16][CH2:15][O:14]1)=[O:12], predict the reactants needed to synthesize it. (4) Given the product [CH3:33][O:34][CH2:35][CH2:36][CH2:37][NH:38][C:23](=[O:25])[C@H:18]([CH2:19][CH:20]([CH3:21])[CH3:22])[NH:17][C:10]([O:12][C:13]([CH3:14])([CH3:15])[CH3:16])=[O:11], predict the reactants needed to synthesize it. The reactants are: ClC(OCC(C)C)=O.O.[C:10]([NH:17][C@H:18]([C:23]([OH:25])=O)[CH2:19][CH:20]([CH3:22])[CH3:21])([O:12][C:13]([CH3:16])([CH3:15])[CH3:14])=[O:11].CN1CCOCC1.[CH3:33][O:34][CH2:35][CH2:36][CH2:37][NH2:38]. (5) Given the product [Br:1][C:2]1[CH:3]=[CH:4][C:5]([F:28])=[C:6]([CH:7]=1)[CH2:8][C:10]1[CH:15]=[CH:14][C:13]([C:16]#[C:17][Si:18]([CH:25]([CH3:27])[CH3:26])([CH:22]([CH3:23])[CH3:24])[CH:19]([CH3:20])[CH3:21])=[CH:12][CH:11]=1, predict the reactants needed to synthesize it. The reactants are: [Br:1][C:2]1[CH:3]=[CH:4][C:5]([F:28])=[C:6]([CH:8]([C:10]2[CH:15]=[CH:14][C:13]([C:16]#[C:17][Si:18]([CH:25]([CH3:27])[CH3:26])([CH:22]([CH3:24])[CH3:23])[CH:19]([CH3:21])[CH3:20])=[CH:12][CH:11]=2)O)[CH:7]=1.C([SiH](CC)CC)C.FC(F)(F)C(O)=O. (6) Given the product [Br:1][C:2]1[C:6]2=[CH:7][N:8]([CH3:14])[C:9](=[O:11])[CH:10]=[C:5]2[S:4][CH:3]=1, predict the reactants needed to synthesize it. The reactants are: [Br:1][C:2]1[C:6]2=[CH:7][NH:8][C:9](=[O:11])[CH:10]=[C:5]2[S:4][CH:3]=1.[H-].[Na+].[CH3:14]I.O. (7) The reactants are: [CH3:1][N:2]([C:4]1[CH:9]=[C:8]([C:10]2[CH:15]=[CH:14][CH:13]=[CH:12][CH:11]=2)[N:7]=[C:6]([CH3:16])[N:5]=1)[NH2:3].[CH3:17][C:18]1[CH:23]=[CH:22][C:21]([C:24]([CH3:26])=O)=[CH:20][CH:19]=1. Given the product [CH3:1][N:2]([C:4]1[CH:9]=[C:8]([C:10]2[CH:11]=[CH:12][CH:13]=[CH:14][CH:15]=2)[N:7]=[C:6]([CH3:16])[N:5]=1)[N:3]=[C:24]([C:21]1[CH:22]=[CH:23][C:18]([CH3:17])=[CH:19][CH:20]=1)[CH3:26], predict the reactants needed to synthesize it. (8) The reactants are: [Cl:1][C:2]1[C:3]([O:26][CH2:27][CH2:28][CH2:29][O:30][CH3:31])=[CH:4][C:5]2[CH2:14][CH:13]([C:15]3([CH3:18])[CH2:17][CH2:16]3)[N:12]3[CH:7]([CH2:8][C:9](=[O:24])[C:10]([C:19]([O:21][CH2:22][CH3:23])=[O:20])=[CH:11]3)[C:6]=2[CH:25]=1.C1(Cl)C(=O)C(Cl)=C(Cl)C(=O)C=1Cl. Given the product [Cl:1][C:2]1[C:3]([O:26][CH2:27][CH2:28][CH2:29][O:30][CH3:31])=[CH:4][C:5]2[CH2:14][CH:13]([C:15]3([CH3:18])[CH2:16][CH2:17]3)[N:12]3[C:7](=[CH:8][C:9](=[O:24])[C:10]([C:19]([O:21][CH2:22][CH3:23])=[O:20])=[CH:11]3)[C:6]=2[CH:25]=1, predict the reactants needed to synthesize it.